This data is from Forward reaction prediction with 1.9M reactions from USPTO patents (1976-2016). The task is: Predict the product of the given reaction. (1) Given the reactants Cl.[OH:2][C@H:3]1[CH2:7][NH:6][C@H:5]([C:8]([O:10][CH3:11])=[O:9])[CH2:4]1.C(Cl)Cl.C(N(CC)CC)C.[C:22]([O:26][C:27](O[C:27]([O:26][C:22]([CH3:25])([CH3:24])[CH3:23])=[O:28])=[O:28])([CH3:25])([CH3:24])[CH3:23], predict the reaction product. The product is: [C:22]([O:26][C:27]([N:6]1[CH2:7][C@H:3]([OH:2])[CH2:4][C@H:5]1[C:8]([O:10][CH3:11])=[O:9])=[O:28])([CH3:25])([CH3:24])[CH3:23]. (2) Given the reactants [NH2:1][C:2]1[CH:7]=[CH:6][C:5]([C:8]2[N:9]=[C:10]([N:29]3[CH2:34][CH2:33][O:32][CH2:31][CH2:30]3)[C:11]3[N:16]=[N:15][N:14]([CH2:17][CH:18]4[CH2:21][N:20]([C:22]([O:24][C:25]([CH3:28])([CH3:27])[CH3:26])=[O:23])[CH2:19]4)[C:12]=3[N:13]=2)=[CH:4][CH:3]=1.[C:35]1([N:41]=[C:42]=[O:43])[CH:40]=[CH:39][CH:38]=[CH:37][CH:36]=1.CCN(CC)CC, predict the reaction product. The product is: [N:29]1([C:10]2[C:11]3[N:16]=[N:15][N:14]([CH2:17][CH:18]4[CH2:21][N:20]([C:22]([O:24][C:25]([CH3:28])([CH3:26])[CH3:27])=[O:23])[CH2:19]4)[C:12]=3[N:13]=[C:8]([C:5]3[CH:4]=[CH:3][C:2]([NH:1][C:42](=[O:43])[NH:41][C:35]4[CH:40]=[CH:39][CH:38]=[CH:37][CH:36]=4)=[CH:7][CH:6]=3)[N:9]=2)[CH2:30][CH2:31][O:32][CH2:33][CH2:34]1.